Regression. Given two drug SMILES strings and cell line genomic features, predict the synergy score measuring deviation from expected non-interaction effect. From a dataset of NCI-60 drug combinations with 297,098 pairs across 59 cell lines. (1) Drug 1: C1=CC(=CC=C1C#N)C(C2=CC=C(C=C2)C#N)N3C=NC=N3. Drug 2: CC1=C2C(C(=O)C3(C(CC4C(C3C(C(C2(C)C)(CC1OC(=O)C(C(C5=CC=CC=C5)NC(=O)OC(C)(C)C)O)O)OC(=O)C6=CC=CC=C6)(CO4)OC(=O)C)O)C)O. Cell line: A549. Synergy scores: CSS=-5.09, Synergy_ZIP=2.65, Synergy_Bliss=2.01, Synergy_Loewe=-7.75, Synergy_HSA=-7.23. (2) Cell line: COLO 205. Synergy scores: CSS=-6.61, Synergy_ZIP=0.450, Synergy_Bliss=-6.67, Synergy_Loewe=-8.72, Synergy_HSA=-9.91. Drug 1: CNC(=O)C1=CC=CC=C1SC2=CC3=C(C=C2)C(=NN3)C=CC4=CC=CC=N4. Drug 2: C1CNP(=O)(OC1)N(CCCl)CCCl.